Dataset: Reaction yield outcomes from USPTO patents with 853,638 reactions. Task: Predict the reaction yield, written as a fraction of the theoretical maximum amount of product (1.0 means a 100% yield; for example, 0.34 means a 34% yield). The reactants are [CH2:1]([O:8][C:9]1[CH:10]=[C:11]2[C:16](=[CH:17][CH:18]=1)[N+:15]([O-])=[CH:14][CH:13]=[CH:12]2)[CH2:2][CH2:3][CH2:4][CH2:5][CH2:6][CH3:7].C(OC(=O)C)(=O)C.[N+:27]([CH:30]([CH3:36])[C:31]([O:33][CH2:34][CH3:35])=[O:32])([O-:29])=[O:28]. The catalyst is CN(C=O)C. The product is [CH2:1]([O:8][C:9]1[CH:10]=[C:11]2[C:16](=[CH:17][CH:18]=1)[N:15]=[C:14]([C:30]([N+:27]([O-:29])=[O:28])([CH3:36])[C:31]([O:33][CH2:34][CH3:35])=[O:32])[CH:13]=[CH:12]2)[CH2:2][CH2:3][CH2:4][CH2:5][CH2:6][CH3:7]. The yield is 0.700.